From a dataset of Reaction yield outcomes from USPTO patents with 853,638 reactions. Predict the reaction yield, written as a fraction of the theoretical maximum amount of product (1.0 means a 100% yield; for example, 0.34 means a 34% yield). The reactants are [F:1][C:2]1[CH:3]=[C:4]([C:14]2[CH:18]=[C:17]([CH2:19][NH:20][C:21]3[CH:25]=[CH:24][O:23][N:22]=3)[O:16][N:15]=2)[CH:5]=[CH:6][C:7]=1[N:8]1[CH2:13][CH2:12][NH:11][CH2:10][CH2:9]1.C(NC(C)C)(C)C.[O:33]([CH2:40][C:41](Cl)=[O:42])[C:34]1[CH:39]=[CH:38][CH:37]=[CH:36][CH:35]=1.C(=O)(O)[O-].[Na+]. The catalyst is CC(C)=O. The product is [F:1][C:2]1[CH:3]=[C:4]([C:14]2[CH:18]=[C:17]([CH2:19][NH:20][C:21]3[CH:25]=[CH:24][O:23][N:22]=3)[O:16][N:15]=2)[CH:5]=[CH:6][C:7]=1[N:8]1[CH2:13][CH2:12][N:11]([C:41](=[O:42])[CH2:40][O:33][C:34]2[CH:39]=[CH:38][CH:37]=[CH:36][CH:35]=2)[CH2:10][CH2:9]1. The yield is 0.530.